This data is from Catalyst prediction with 721,799 reactions and 888 catalyst types from USPTO. The task is: Predict which catalyst facilitates the given reaction. (1) Reactant: [NH2:1][C@@H:2]([C:5]([OH:7])=[O:6])[CH2:3][OH:4].S(Cl)(Cl)=O.[C:12](=O)([O-])O.[Na+].Cl[C:18]([O:20][CH2:21][C:22]1[CH:27]=[CH:26][CH:25]=[CH:24][CH:23]=1)=[O:19]. Product: [CH2:21]([O:20][C:18]([NH:1][C@@H:2]([C:5]([O:7][CH3:12])=[O:6])[CH2:3][OH:4])=[O:19])[C:22]1[CH:27]=[CH:26][CH:25]=[CH:24][CH:23]=1. The catalyst class is: 24. (2) Reactant: [CH2:1]([Li])[CH2:2][CH2:3][CH3:4].[CH:6]#[C:7][CH2:8][CH2:9][CH3:10].Br[CH2:12][C:13]1[C:22]([CH2:23]Br)=[C:21]([CH2:25][CH2:26][CH3:27])[C:20]2[C:15](=[CH:16][CH:17]=[CH:18][CH:19]=2)[C:14]=1[CH2:28][CH2:29][CH3:30].[CH3:31]N1C(=O)N(C)CCC1.Cl. The catalyst class is: 1. Product: [CH2:12]([C:13]1[C:22]([CH2:23][C:6]#[C:7][CH2:8][CH2:9][CH3:10])=[C:21]([CH2:25][CH2:26][CH3:27])[C:20]2[C:15](=[CH:16][CH:17]=[CH:18][CH:19]=2)[C:14]=1[CH2:28][CH2:29][CH3:30])[C:4]#[C:3][CH2:2][CH2:1][CH3:31]. (3) Reactant: Cl[C:2]1[N:7]=[CH:6][CH:5]=[CH:4][N:3]=1.[NH2:8][CH2:9][C:10]1[CH:15]=[CH:14][CH:13]=[CH:12][N:11]=1. Product: [N:11]1[CH:12]=[CH:13][CH:14]=[CH:15][C:10]=1[CH2:9][NH:8][C:2]1[N:7]=[CH:6][CH:5]=[CH:4][N:3]=1. The catalyst class is: 13.